Dataset: Catalyst prediction with 721,799 reactions and 888 catalyst types from USPTO. Task: Predict which catalyst facilitates the given reaction. Reactant: [CH3:1][O:2][C:3]1[S:4][C:5]([C:8]([OH:10])=O)=[CH:6][N:7]=1.C1C=NC2N(O)N=NC=2C=1.CCN=C=NCCCN(C)C.Cl.[NH2:33][C@H:34]([CH2:43][C:44]1[CH:49]=[CH:48][C:47]([C:50]2[CH:55]=[CH:54][CH:53]=[CH:52][CH:51]=2)=[CH:46][CH:45]=1)[CH2:35][C@@H:36]([CH3:42])[C:37]([O:39][CH2:40][CH3:41])=[O:38]. Product: [C:47]1([C:50]2[CH:51]=[CH:52][CH:53]=[CH:54][CH:55]=2)[CH:46]=[CH:45][C:44]([CH2:43][C@@H:34]([NH:33][C:8]([C:5]2[S:4][C:3]([O:2][CH3:1])=[N:7][CH:6]=2)=[O:10])[CH2:35][C@@H:36]([CH3:42])[C:37]([O:39][CH2:40][CH3:41])=[O:38])=[CH:49][CH:48]=1. The catalyst class is: 3.